This data is from Peptide-MHC class I binding affinity with 185,985 pairs from IEDB/IMGT. The task is: Regression. Given a peptide amino acid sequence and an MHC pseudo amino acid sequence, predict their binding affinity value. This is MHC class I binding data. The peptide sequence is GAPWKIWML. The MHC is HLA-A69:01 with pseudo-sequence HLA-A69:01. The binding affinity (normalized) is 0.0847.